From a dataset of Forward reaction prediction with 1.9M reactions from USPTO patents (1976-2016). Predict the product of the given reaction. (1) Given the reactants [C:1](=[O:8])([O:3][C:4]([CH3:7])([CH3:6])[CH3:5])[NH2:2].[OH-].[Na+].Cl[O:12]C(C)(C)C.[Br:17][C:18]1[CH:19]=[C:20](/[CH:25]=[CH:26]/[C:27]2[CH:32]=[CH:31][C:30]([C:33]([F:36])([F:35])[F:34])=[CH:29][CH:28]=2)[C:21]([F:24])=[N:22][CH:23]=1, predict the reaction product. The product is: [Br:17][C:18]1[CH:19]=[C:20]([C@@H:25]([NH:2][C:1](=[O:8])[O:3][C:4]([CH3:7])([CH3:6])[CH3:5])[C@H:26]([OH:12])[C:27]2[CH:32]=[CH:31][C:30]([C:33]([F:35])([F:36])[F:34])=[CH:29][CH:28]=2)[C:21]([F:24])=[N:22][CH:23]=1. (2) Given the reactants [C:1]([C:3]1[CH:4]=[C:5]([CH:19]=[C:20]([CH:24]2[CH2:26][CH2:25]2)[C:21]=1[O:22]C)[C:6]([N:8]1[C:12]2[CH:13]=[CH:14][CH:15]=[CH:16][C:11]=2[S:10](=[O:18])(=[O:17])[CH2:9]1)=[O:7])#[N:2].[Cl-].[Li+].Cl, predict the reaction product. The product is: [C:1]([C:3]1[CH:4]=[C:5]([CH:19]=[C:20]([CH:24]2[CH2:26][CH2:25]2)[C:21]=1[OH:22])[C:6]([N:8]1[C:12]2[CH:13]=[CH:14][CH:15]=[CH:16][C:11]=2[S:10](=[O:18])(=[O:17])[CH2:9]1)=[O:7])#[N:2].